Dataset: Full USPTO retrosynthesis dataset with 1.9M reactions from patents (1976-2016). Task: Predict the reactants needed to synthesize the given product. Given the product [CH3:1][O:2][C:3]1[C:12]([NH:13][C:14]([N:32]2[CH2:31][CH2:30][N:29]([C:25]3[CH:26]=[CH:27][CH:28]=[C:23]([O:22][CH3:21])[CH:24]=3)[CH2:34][CH2:33]2)=[O:18])=[N:11][C:10]2[C:5](=[CH:6][CH:7]=[C:8]([O:19][CH3:20])[CH:9]=2)[N:4]=1, predict the reactants needed to synthesize it. The reactants are: [CH3:1][O:2][C:3]1[C:12]([NH:13][C:14](=[O:18])OCC)=[N:11][C:10]2[C:5](=[CH:6][CH:7]=[C:8]([O:19][CH3:20])[CH:9]=2)[N:4]=1.[CH3:21][O:22][C:23]1[CH:24]=[C:25]([N:29]2[CH2:34][CH2:33][NH:32][CH2:31][CH2:30]2)[CH:26]=[CH:27][CH:28]=1.